Dataset: Full USPTO retrosynthesis dataset with 1.9M reactions from patents (1976-2016). Task: Predict the reactants needed to synthesize the given product. (1) Given the product [CH3:1][C:2]1[C:7]([C:8]([F:9])([F:10])[F:11])=[CH:6][CH:5]=[CH:4][C:3]=1[CH2:12][C:13]1[CH:17]=[N:16][N:15]2[C:22]([OH:23])=[CH:21][C:20]([C:27]3[CH:32]=[CH:31][N:30]=[CH:29][CH:28]=3)=[N:18][C:14]=12, predict the reactants needed to synthesize it. The reactants are: [CH3:1][C:2]1[C:7]([C:8]([F:11])([F:10])[F:9])=[CH:6][CH:5]=[CH:4][C:3]=1[CH2:12][C:13]1[C:14]([NH2:18])=[N:15][NH:16][CH:17]=1.O=[C:20]([C:27]1[CH:32]=[CH:31][N:30]=[CH:29][CH:28]=1)[CH2:21][C:22](OCC)=[O:23]. (2) Given the product [N:35]([C:10]1[C:9]([O:8][CH2:1][C:2]2[CH:7]=[CH:6][CH:5]=[CH:4][CH:3]=2)=[CH:24][C:13]([C:14]([O:16][CH2:17][C:18]2[CH:23]=[CH:22][CH:21]=[CH:20][CH:19]=2)=[O:15])=[C:12]([NH:25][C:26]2[CH:31]=[CH:30][CH:29]=[CH:28][C:27]=2[Cl:32])[C:11]=1[F:33])=[N+:36]=[N-:37], predict the reactants needed to synthesize it. The reactants are: [CH2:1]([O:8][C:9]1[C:10](F)=[C:11]([F:33])[C:12]([NH:25][C:26]2[CH:31]=[CH:30][CH:29]=[CH:28][C:27]=2[Cl:32])=[C:13]([CH:24]=1)[C:14]([O:16][CH2:17][C:18]1[CH:23]=[CH:22][CH:21]=[CH:20][CH:19]=1)=[O:15])[C:2]1[CH:7]=[CH:6][CH:5]=[CH:4][CH:3]=1.[N-:35]=[N+:36]=[N-:37].[Na+].O. (3) Given the product [CH2:1]([O:3][C:4](=[O:24])[CH2:5][C:6]1[CH:11]=[CH:10][C:9]([O:12][CH3:13])=[C:8]([O:14][C:15]2[CH:20]=[CH:19][C:18]([Br:21])=[CH:17][C:16]=2[CH2:22][S:28][CH:26]([CH3:27])[CH3:25])[CH:7]=1)[CH3:2], predict the reactants needed to synthesize it. The reactants are: [CH2:1]([O:3][C:4](=[O:24])[CH2:5][C:6]1[CH:11]=[CH:10][C:9]([O:12][CH3:13])=[C:8]([O:14][C:15]2[CH:20]=[CH:19][C:18]([Br:21])=[CH:17][C:16]=2[CH2:22]Br)[CH:7]=1)[CH3:2].[CH3:25][CH:26]([SH:28])[CH3:27].[H-].[Na+]. (4) Given the product [C:1]([O:5][C:6](=[O:7])[NH:8][C:9]([C:18]1[CH:23]=[C:22]([F:24])[CH:21]=[C:20]([F:25])[CH:19]=1)([CH3:17])[CH:10]=[O:11])([CH3:2])([CH3:3])[CH3:4], predict the reactants needed to synthesize it. The reactants are: [C:1]([O:5][C:6]([NH:8][C:9]([C:18]1[CH:23]=[C:22]([F:24])[CH:21]=[C:20]([F:25])[CH:19]=1)([CH3:17])[C:10](OC(C)(C)C)=[O:11])=[O:7])([CH3:4])([CH3:3])[CH3:2].[H-].[H-].[H-].[H-].[Li+].[Al+3].